Dataset: Full USPTO retrosynthesis dataset with 1.9M reactions from patents (1976-2016). Task: Predict the reactants needed to synthesize the given product. (1) The reactants are: C(O[C:4]([C:6]1([CH2:12][CH2:13]OC)[CH2:11][CH2:10][NH:9][CH2:8][CH2:7]1)=[O:5])C.[CH3:16][CH:17]([CH3:23])[CH2:18][S:19](Cl)(=[O:21])=[O:20].[CH:24]1([CH2:27][O:28][C:29]2[CH:35]=[CH:34][C:32]([NH2:33])=[CH:31][CH:30]=2)[CH2:26][CH2:25]1. Given the product [CH:24]1([CH2:27][O:28][C:29]2[CH:30]=[CH:31][C:32]([N:33]3[CH2:13][CH2:12][C:6]4([CH2:7][CH2:8][N:9]([S:19]([CH2:18][CH:17]([CH3:23])[CH3:16])(=[O:21])=[O:20])[CH2:10][CH2:11]4)[C:4]3=[O:5])=[CH:34][CH:35]=2)[CH2:25][CH2:26]1, predict the reactants needed to synthesize it. (2) Given the product [CH2:11]([NH:13][CH2:8][C:7]([C:1]1[CH:6]=[CH:5][CH:4]=[CH:3][CH:2]=1)([OH:9])[CH3:10])[CH3:12], predict the reactants needed to synthesize it. The reactants are: [C:1]1([C:7]2([CH3:10])[O:9][CH2:8]2)[CH:6]=[CH:5][CH:4]=[CH:3][CH:2]=1.[CH2:11]([NH2:13])[CH3:12]. (3) Given the product [CH:25]1([N:31]2[C:2]3[C:3](=[CH:14][CH:15]=[C:16]([OH:18])[CH:17]=3)[C:4]([C:6]3[CH:11]=[CH:10][C:9]([OH:12])=[CH:8][C:7]=3[OH:13])=[N:32]2)[CH2:30][CH2:29][CH2:28][CH2:27][CH2:26]1, predict the reactants needed to synthesize it. The reactants are: O[C:2]1[CH:17]=[C:16]([OH:18])[CH:15]=[CH:14][C:3]=1[C:4]([C:6]1[CH:11]=[CH:10][C:9]([OH:12])=[CH:8][C:7]=1[OH:13])=O.C([O-])(=O)C.[Na+].Cl.[CH:25]1([NH:31][NH2:32])[CH2:30][CH2:29][CH2:28][CH2:27][CH2:26]1. (4) Given the product [C:1]1([C:7]2[C:8]([NH:12][CH:14]([C:13]([OH:18])=[O:17])[CH3:16])=[N:9][O:10][N:11]=2)[CH:2]=[CH:3][CH:4]=[CH:5][CH:6]=1, predict the reactants needed to synthesize it. The reactants are: [C:1]1([C:7]2[C:8]([NH2:12])=[N:9][O:10][N:11]=2)[CH:6]=[CH:5][CH:4]=[CH:3][CH:2]=1.[C:13]([O:18]CC)(=[O:17])[C:14]([CH3:16])=O.[Li+].[OH-].